Task: Predict the reactants needed to synthesize the given product.. Dataset: Full USPTO retrosynthesis dataset with 1.9M reactions from patents (1976-2016) Given the product [CH:1]([O:4][C:5]1[CH:10]=[CH:9][C:8]([C:11]2[O:15][N:14]=[C:13]3[C:16]4[C:21]([CH2:22][CH2:23][C:12]=23)=[CH:20][C:19]([CH2:24][N:30]2[CH2:33][CH:32]([C:34]([OH:36])=[O:35])[CH2:31]2)=[CH:18][CH:17]=4)=[C:7]([C:26]([F:28])([F:29])[F:27])[CH:6]=1)([CH3:3])[CH3:2].[C:41]([OH:35])([C:26]([F:29])([F:28])[F:27])=[O:42], predict the reactants needed to synthesize it. The reactants are: [CH:1]([O:4][C:5]1[CH:10]=[CH:9][C:8]([C:11]2[O:15][N:14]=[C:13]3[C:16]4[C:21]([CH2:22][CH2:23][C:12]=23)=[CH:20][C:19]([CH:24]=O)=[CH:18][CH:17]=4)=[C:7]([C:26]([F:29])([F:28])[F:27])[CH:6]=1)([CH3:3])[CH3:2].[NH:30]1[CH2:33][CH:32]([C:34]([OH:36])=[O:35])[CH2:31]1.C([BH3-])#N.[Na+].[CH3:41][OH:42].